This data is from Forward reaction prediction with 1.9M reactions from USPTO patents (1976-2016). The task is: Predict the product of the given reaction. (1) Given the reactants [Cl:1][C:2]1[CH:7]=[CH:6][C:5](/[CH:8]=[CH:9]/[C:10]2[CH:11]=[C:12]([N:16]3[C:20]([CH2:21][CH3:22])=[C:19]([C:23](O)=[O:24])[C:18]([CH2:26][CH3:27])=[N:17]3)[CH:13]=[CH:14][CH:15]=2)=[CH:4][CH:3]=1.[CH2:28]([N:30]([CH2:36][CH3:37])[CH:31]1[CH2:35][CH2:34][NH:33][CH2:32]1)[CH3:29], predict the reaction product. The product is: [Cl:1][C:2]1[CH:7]=[CH:6][C:5](/[CH:8]=[CH:9]/[C:10]2[CH:11]=[C:12]([N:16]3[C:20]([CH2:21][CH3:22])=[C:19]([C:23]([N:33]4[CH2:34][CH2:35][CH:31]([N:30]([CH2:36][CH3:37])[CH2:28][CH3:29])[CH2:32]4)=[O:24])[C:18]([CH2:26][CH3:27])=[N:17]3)[CH:13]=[CH:14][CH:15]=2)=[CH:4][CH:3]=1. (2) Given the reactants Br[C:2]1[CH:7]=[CH:6][C:5]([N:8]2[CH:16]=[C:15]3[C:10]([C:11]([C:18]([NH2:20])=[O:19])=[CH:12][C:13]([F:17])=[CH:14]3)=[N:9]2)=[CH:4][CH:3]=1.[N:21]1[CH:26]=[CH:25][CH:24]=[C:23](B(O)O)[CH:22]=1.C([O-])([O-])=O.[Na+].[Na+].F[B-](F)(F)F, predict the reaction product. The product is: [F:17][C:13]1[CH:12]=[C:11]([C:18]([NH2:20])=[O:19])[C:10]2[C:15](=[CH:16][N:8]([C:5]3[CH:6]=[CH:7][C:2]([C:23]4[CH:22]=[N:21][CH:26]=[CH:25][CH:24]=4)=[CH:3][CH:4]=3)[N:9]=2)[CH:14]=1. (3) Given the reactants [Cl:1][C:2]1[C:3]([C:33]([C:36]#[N:37])([CH3:35])[CH3:34])=[CH:4][C:5]([O:30][CH2:31][CH3:32])=[C:6]([C:8]2[N:9]([C:27](Cl)=[O:28])[C@H:10]([C:20]3[CH:25]=[CH:24][C:23]([Cl:26])=[CH:22][CH:21]=3)[C@H:11]([C:13]3[CH:18]=[CH:17][C:16]([Cl:19])=[CH:15][CH:14]=3)[N:12]=2)[CH:7]=1.[CH2:38]([S:40]([N:43]1[CH2:48][CH2:47][NH:46][CH2:45][CH2:44]1)(=[O:42])=[O:41])[CH3:39], predict the reaction product. The product is: [Cl:19][C:16]1[CH:15]=[CH:14][C:13]([C@H:11]2[C@@H:10]([C:20]3[CH:21]=[CH:22][C:23]([Cl:26])=[CH:24][CH:25]=3)[N:9]([C:27]([N:46]3[CH2:45][CH2:44][N:43]([S:40]([CH2:38][CH3:39])(=[O:42])=[O:41])[CH2:48][CH2:47]3)=[O:28])[C:8]([C:6]3[C:5]([O:30][CH2:31][CH3:32])=[CH:4][C:3]([C:33]([CH3:35])([CH3:34])[C:36]#[N:37])=[C:2]([Cl:1])[CH:7]=3)=[N:12]2)=[CH:18][CH:17]=1. (4) Given the reactants [CH3:1][C:2]1[NH:3][C:4](=O)[C:5]2[N:11]=[C:10]([C:12]3[CH:17]=[CH:16][C:15]([O:18][CH3:19])=[C:14]([O:20][CH3:21])[CH:13]=3)[CH:9]=[CH:8][C:6]=2[N:7]=1.N1C(C)=CC=CC=1C.O=P(Cl)(Cl)[Cl:33], predict the reaction product. The product is: [CH3:1][C:2]1[N:3]=[C:4]([Cl:33])[C:5]2[N:11]=[C:10]([C:12]3[CH:17]=[CH:16][C:15]([O:18][CH3:19])=[C:14]([O:20][CH3:21])[CH:13]=3)[CH:9]=[CH:8][C:6]=2[N:7]=1. (5) Given the reactants [N:1]([CH2:4][CH:5]1[O:10][C:9]2[C:11](Br)=[CH:12][CH:13]=[CH:14][C:8]=2[N:7]([CH3:16])[CH2:6]1)=[N+:2]=[N-:3].[Cl:17][C:18]1[CH:23]=[CH:22][C:21]([Cl:24])=[CH:20][C:19]=1B(O)O, predict the reaction product. The product is: [N:1]([CH2:4][CH:5]1[O:10][C:9]2[C:11]([C:22]3[CH:23]=[C:18]([Cl:17])[CH:19]=[CH:20][C:21]=3[Cl:24])=[CH:12][CH:13]=[CH:14][C:8]=2[N:7]([CH3:16])[CH2:6]1)=[N+:2]=[N-:3]. (6) Given the reactants [N:1]1[CH:6]=[CH:5][C:4]([CH2:7][CH2:8][SH:9])=[CH:3][CH:2]=1.CC([O-])(C)C.[K+].[C:16]([O:20][C:21]([N:23]1[CH2:28][CH2:27][CH:26]([CH2:29]OS(C)(=O)=O)[CH2:25][CH2:24]1)=[O:22])([CH3:19])([CH3:18])[CH3:17], predict the reaction product. The product is: [C:16]([O:20][C:21]([N:23]1[CH2:28][CH2:27][CH:26]([CH2:29][S:9][CH2:8][CH2:7][C:4]2[CH:5]=[CH:6][N:1]=[CH:2][CH:3]=2)[CH2:25][CH2:24]1)=[O:22])([CH3:19])([CH3:17])[CH3:18].